From a dataset of Full USPTO retrosynthesis dataset with 1.9M reactions from patents (1976-2016). Predict the reactants needed to synthesize the given product. (1) Given the product [CH2:22]([O:21][C:19]([N:18]([C:16]([O:15][CH2:8][C:9]1[CH:10]=[CH:11][CH:12]=[CH:13][CH:14]=1)=[O:17])[CH2:7][CH2:6][CH2:5][CH2:4][C:3]#[CH:2])=[O:20])[C:23]1[CH:28]=[CH:27][CH:26]=[CH:25][CH:24]=1, predict the reactants needed to synthesize it. The reactants are: Cl[CH2:2][CH2:3][CH2:4][CH2:5][C:6]#[CH:7].[CH2:8]([O:15][C:16]([NH:18][C:19]([O:21][CH2:22][C:23]1[CH:28]=[CH:27][CH:26]=[CH:25][CH:24]=1)=[O:20])=[O:17])[C:9]1[CH:14]=[CH:13][CH:12]=[CH:11][CH:10]=1.C(=O)([O-])[O-].[K+].[K+]. (2) Given the product [F:19][C:17]([F:18])([F:20])[C:14]1[CH:15]=[CH:16][C:11]([O:10][C:6]2[CH:5]=[C:4]([CH:9]=[CH:8][CH:7]=2)[C:3]([OH:21])=[O:2])=[N:12][CH:13]=1, predict the reactants needed to synthesize it. The reactants are: C[O:2][C:3](=[O:21])[C:4]1[CH:9]=[CH:8][CH:7]=[C:6]([O:10][C:11]2[CH:16]=[CH:15][C:14]([C:17]([F:20])([F:19])[F:18])=[CH:13][N:12]=2)[CH:5]=1.[OH-].[Na+].